Dataset: Forward reaction prediction with 1.9M reactions from USPTO patents (1976-2016). Task: Predict the product of the given reaction. (1) Given the reactants [NH2:1][C:2]1[C:3]([C:7]2[N:8]([C:16]3[CH:21]=[CH:20][C:19]([O:22][CH:23]4[CH2:28][CH2:27][N:26](C(OC(C)(C)C)=O)[CH2:25][CH2:24]4)=[CH:18][CH:17]=3)[C:9]3[CH:14]=[CH:13][N:12]=[CH:11][C:10]=3[N:15]=2)=[N:4][O:5][N:6]=1.FC(F)(F)C(O)=O, predict the reaction product. The product is: [NH:26]1[CH2:27][CH2:28][CH:23]([O:22][C:19]2[CH:18]=[CH:17][C:16]([N:8]3[C:9]4[CH:14]=[CH:13][N:12]=[CH:11][C:10]=4[N:15]=[C:7]3[C:3]3[C:2]([NH2:1])=[N:6][O:5][N:4]=3)=[CH:21][CH:20]=2)[CH2:24][CH2:25]1. (2) Given the reactants C(Cl)(=O)C(Cl)=O.CS(C)=O.[Cl:11][C:12]1[CH:13]=[C:14]([C@@H:18]2[C@@H:23]([C:24]3[CH:29]=[CH:28][C:27]([Cl:30])=[CH:26][CH:25]=3)[N:22]([C@@H:31]([CH2:34][CH3:35])[CH2:32][OH:33])[C:21](=[O:36])[C@@H:20]([CH2:37][C:38]([O:40][C:41]([CH3:44])([CH3:43])[CH3:42])=[O:39])[CH2:19]2)[CH:15]=[CH:16][CH:17]=1.C(N(CC)CC)C, predict the reaction product. The product is: [Cl:11][C:12]1[CH:13]=[C:14]([C@@H:18]2[C@@H:23]([C:24]3[CH:29]=[CH:28][C:27]([Cl:30])=[CH:26][CH:25]=3)[N:22]([C@@H:31]([CH2:34][CH3:35])[CH:32]=[O:33])[C:21](=[O:36])[C@@H:20]([CH2:37][C:38]([O:40][C:41]([CH3:42])([CH3:44])[CH3:43])=[O:39])[CH2:19]2)[CH:15]=[CH:16][CH:17]=1. (3) Given the reactants [CH3:1][C:2](N(C)C)=[O:3].[Cl-].[Al+3].[Cl-].[Cl-].[CH3:11][O:12][CH2:13][CH:14]1[O:19][C:18]2[CH:20]=[CH:21][CH:22]=[CH:23][C:17]=2[O:16][CH2:15]1.C(Cl)(=O)C, predict the reaction product. The product is: [CH3:11][O:12][CH2:13][CH:14]1[CH2:15][O:16][C:17]2[CH:23]=[CH:22][C:21]([C:2]([CH3:1])=[O:3])=[CH:20][C:18]=2[O:19]1. (4) Given the reactants Cl[CH2:2][CH2:3][C:4]([C:9]1[CH:14]=[CH:13][C:12]([F:15])=[CH:11][CH:10]=1)([OH:8])[CH2:5][CH:6]=[CH2:7].[F:16][C:17]1[CH:18]=[C:19]([C@@H:23]([NH2:25])[CH3:24])[CH:20]=[CH:21][CH:22]=1.C([O-])([O-])=O.[K+].[K+], predict the reaction product. The product is: [F:15][C:12]1[CH:13]=[CH:14][C:9]([C:4]([OH:8])([CH2:5][CH:6]=[CH2:7])[CH2:3][CH2:2][NH:25][C@H:23]([C:19]2[CH:20]=[CH:21][CH:22]=[C:17]([F:16])[CH:18]=2)[CH3:24])=[CH:10][CH:11]=1. (5) Given the reactants [OH:1][C:2]1[CH:7]=[CH:6][C:5]([C:8]([C:10]2[CH:15]=[CH:14][C:13]([OH:16])=[CH:12][CH:11]=2)=O)=[CH:4][CH:3]=1.[Br:17][C:18]1[CH:23]=[CH:22][C:21]([C:24](=O)[CH2:25][CH2:26][CH2:27][CH3:28])=[CH:20][CH:19]=1, predict the reaction product. The product is: [Br:17][C:18]1[CH:23]=[CH:22][C:21]([C:24]([CH2:25][CH2:26][CH2:27][CH3:28])=[C:8]([C:10]2[CH:15]=[CH:14][C:13]([OH:16])=[CH:12][CH:11]=2)[C:5]2[CH:6]=[CH:7][C:2]([OH:1])=[CH:3][CH:4]=2)=[CH:20][CH:19]=1.